From a dataset of Full USPTO retrosynthesis dataset with 1.9M reactions from patents (1976-2016). Predict the reactants needed to synthesize the given product. (1) The reactants are: CC[O-].[Na+].[C:5]([NH:8][CH:9]([C:15]([O:17][CH2:18][CH3:19])=[O:16])[C:10]([O:12][CH2:13][CH3:14])=[O:11])(=[O:7])[CH3:6].C(N(C(=O)C)[N:24]([C:28]1[CH:33]=[CH:32][C:31]([CH2:34]Br)=[CH:30][CH:29]=1)[C:25](=[O:27])[CH3:26])(=O)C.C(O)(=O)CC(CC(O)=O)(C(O)=O)O. Given the product [C:25]([NH:24][C:28]1[CH:33]=[CH:32][C:31]([CH2:34][C:9]([NH:8][C:5](=[O:7])[CH3:6])([C:15]([O:17][CH2:18][CH3:19])=[O:16])[C:10]([O:12][CH2:13][CH3:14])=[O:11])=[CH:30][CH:29]=1)(=[O:27])[CH3:26], predict the reactants needed to synthesize it. (2) Given the product [C:30]([NH:29][C@@H:25]1[C@H:24]([NH:23][C:18]2[N:17]=[CH:16][C:15]3[C:20](=[CH:21][CH:22]=[C:13]([C:3]4[C:2]([Cl:1])=[C:7]([O:8][CH3:9])[CH:6]=[C:5]([O:10][CH3:11])[C:4]=4[Cl:12])[CH:14]=3)[N:19]=2)[CH2:28][N:27]([C:37]([NH:36][CH2:34][CH3:35])=[O:38])[CH2:26]1)(=[O:33])[CH:31]=[CH2:32], predict the reactants needed to synthesize it. The reactants are: [Cl:1][C:2]1[C:7]([O:8][CH3:9])=[CH:6][C:5]([O:10][CH3:11])=[C:4]([Cl:12])[C:3]=1[C:13]1[CH:14]=[C:15]2[C:20](=[CH:21][CH:22]=1)[N:19]=[C:18]([NH:23][C@@H:24]1[CH2:28][NH:27][CH2:26][C@@H:25]1[NH:29][C:30](=[O:33])[CH:31]=[CH2:32])[N:17]=[CH:16]2.[CH2:34]([N:36]=[C:37]=[O:38])[CH3:35].